Dataset: Forward reaction prediction with 1.9M reactions from USPTO patents (1976-2016). Task: Predict the product of the given reaction. (1) The product is: [Cl:20][C:18]1[C:17](=[O:21])[N:16]([CH3:22])[C:15]([F:23])=[C:14]([N:11]2[C:12](=[O:13])[C:4]3[CH:3]=[C:2]([C:36]4[C:37]([O:39][CH3:40])=[N:38][C:33]([O:32][CH3:31])=[N:34][CH:35]=4)[N:6]([CH:7]([CH3:9])[CH3:8])[C:5]=3[CH:10]2[C:24]2[CH:29]=[CH:28][C:27]([Cl:30])=[CH:26][CH:25]=2)[CH:19]=1. Given the reactants Br[C:2]1[N:6]([CH:7]([CH3:9])[CH3:8])[C:5]2[CH:10]([C:24]3[CH:29]=[CH:28][C:27]([Cl:30])=[CH:26][CH:25]=3)[N:11]([C:14]3[CH:19]=[C:18]([Cl:20])[C:17](=[O:21])[N:16]([CH3:22])[C:15]=3[F:23])[C:12](=[O:13])[C:4]=2[CH:3]=1.[CH3:31][O:32][C:33]1[N:38]=[C:37]([O:39][CH3:40])[C:36](B(O)O)=[CH:35][N:34]=1.BrC1N(C(C)C)C2C(C3C=CC(Cl)=CC=3)N(C3C=C(Cl)C=CC=3C)C(=O)C=2C=1.COC1C(B2OC(C)(C)C(C)(C)O2)=CN=C(N)N=1, predict the reaction product. (2) Given the reactants [C:1]([C:4]1[CH:11]=[CH:10][C:7]([CH:8]=[O:9])=[CH:6][CH:5]=1)([OH:3])=O.CC(C)N=C=NC(C)C.O[NH:22][C:23](=[NH:35])[CH2:24][CH2:25][CH2:26][CH2:27][CH2:28][CH2:29][CH2:30][CH2:31][CH2:32][CH2:33][CH3:34], predict the reaction product. The product is: [CH2:24]([C:23]1[N:22]=[C:1]([C:4]2[CH:11]=[CH:10][C:7]([CH:8]=[O:9])=[CH:6][CH:5]=2)[O:3][N:35]=1)[CH2:25][CH2:26][CH2:27][CH2:28][CH2:29][CH2:30][CH2:31][CH2:32][CH2:33][CH3:34].